From a dataset of NCI-60 drug combinations with 297,098 pairs across 59 cell lines. Regression. Given two drug SMILES strings and cell line genomic features, predict the synergy score measuring deviation from expected non-interaction effect. (1) Drug 1: CNC(=O)C1=CC=CC=C1SC2=CC3=C(C=C2)C(=NN3)C=CC4=CC=CC=N4. Drug 2: CC1=C(C=C(C=C1)NC(=O)C2=CC=C(C=C2)CN3CCN(CC3)C)NC4=NC=CC(=N4)C5=CN=CC=C5. Cell line: KM12. Synergy scores: CSS=3.13, Synergy_ZIP=-3.93, Synergy_Bliss=-6.21, Synergy_Loewe=-21.4, Synergy_HSA=-8.29. (2) Drug 1: CC(CN1CC(=O)NC(=O)C1)N2CC(=O)NC(=O)C2. Drug 2: CN1C2=C(C=C(C=C2)N(CCCl)CCCl)N=C1CCCC(=O)O.Cl. Cell line: UO-31. Synergy scores: CSS=13.8, Synergy_ZIP=-5.25, Synergy_Bliss=-3.05, Synergy_Loewe=0.202, Synergy_HSA=0.789.